This data is from NCI-60 drug combinations with 297,098 pairs across 59 cell lines. The task is: Regression. Given two drug SMILES strings and cell line genomic features, predict the synergy score measuring deviation from expected non-interaction effect. (1) Drug 1: CC(CN1CC(=O)NC(=O)C1)N2CC(=O)NC(=O)C2. Drug 2: CC1=C2C(C(=O)C3(C(CC4C(C3C(C(C2(C)C)(CC1OC(=O)C(C(C5=CC=CC=C5)NC(=O)C6=CC=CC=C6)O)O)OC(=O)C7=CC=CC=C7)(CO4)OC(=O)C)O)C)OC(=O)C. Cell line: SK-MEL-28. Synergy scores: CSS=20.9, Synergy_ZIP=-0.876, Synergy_Bliss=2.94, Synergy_Loewe=-11.1, Synergy_HSA=4.50. (2) Drug 1: C1=CC(=CC=C1CC(C(=O)O)N)N(CCCl)CCCl.Cl. Drug 2: C1CNP(=O)(OC1)N(CCCl)CCCl. Cell line: MOLT-4. Synergy scores: CSS=41.6, Synergy_ZIP=1.29, Synergy_Bliss=-0.422, Synergy_Loewe=-24.7, Synergy_HSA=-2.33. (3) Drug 1: CS(=O)(=O)C1=CC(=C(C=C1)C(=O)NC2=CC(=C(C=C2)Cl)C3=CC=CC=N3)Cl. Drug 2: C1=CC(=C2C(=C1NCCNCCO)C(=O)C3=C(C=CC(=C3C2=O)O)O)NCCNCCO. Cell line: OVCAR-5. Synergy scores: CSS=52.4, Synergy_ZIP=9.05, Synergy_Bliss=9.12, Synergy_Loewe=-11.8, Synergy_HSA=10.3. (4) Drug 1: CN1CCC(CC1)COC2=C(C=C3C(=C2)N=CN=C3NC4=C(C=C(C=C4)Br)F)OC. Drug 2: C#CCC(CC1=CN=C2C(=N1)C(=NC(=N2)N)N)C3=CC=C(C=C3)C(=O)NC(CCC(=O)O)C(=O)O. Cell line: PC-3. Synergy scores: CSS=37.6, Synergy_ZIP=-4.30, Synergy_Bliss=-5.13, Synergy_Loewe=-54.0, Synergy_HSA=-4.04. (5) Drug 2: C1CCC(CC1)NC(=O)N(CCCl)N=O. Cell line: ACHN. Synergy scores: CSS=34.2, Synergy_ZIP=11.0, Synergy_Bliss=8.42, Synergy_Loewe=6.83, Synergy_HSA=7.77. Drug 1: C1CCC(C1)C(CC#N)N2C=C(C=N2)C3=C4C=CNC4=NC=N3. (6) Drug 1: CC1OCC2C(O1)C(C(C(O2)OC3C4COC(=O)C4C(C5=CC6=C(C=C35)OCO6)C7=CC(=C(C(=C7)OC)O)OC)O)O. Drug 2: C1=CC=C(C(=C1)C(C2=CC=C(C=C2)Cl)C(Cl)Cl)Cl. Cell line: IGROV1. Synergy scores: CSS=22.6, Synergy_ZIP=-3.30, Synergy_Bliss=-0.962, Synergy_Loewe=-16.8, Synergy_HSA=-1.06. (7) Drug 1: CCC1=CC2CC(C3=C(CN(C2)C1)C4=CC=CC=C4N3)(C5=C(C=C6C(=C5)C78CCN9C7C(C=CC9)(C(C(C8N6C)(C(=O)OC)O)OC(=O)C)CC)OC)C(=O)OC.C(C(C(=O)O)O)(C(=O)O)O. Drug 2: C(=O)(N)NO. Cell line: A549. Synergy scores: CSS=36.6, Synergy_ZIP=-1.80, Synergy_Bliss=-1.63, Synergy_Loewe=-23.3, Synergy_HSA=-1.17. (8) Drug 1: C1=CC=C(C(=C1)C(C2=CC=C(C=C2)Cl)C(Cl)Cl)Cl. Drug 2: CC(C)CN1C=NC2=C1C3=CC=CC=C3N=C2N. Cell line: HS 578T. Synergy scores: CSS=1.87, Synergy_ZIP=1.06, Synergy_Bliss=-1.11, Synergy_Loewe=-2.45, Synergy_HSA=-3.83.